From a dataset of Forward reaction prediction with 1.9M reactions from USPTO patents (1976-2016). Predict the product of the given reaction. Given the reactants [OH:1][CH:2]([C:21]1[CH:26]=[CH:25][C:24](OC2C=CC=CC=2)=[CH:23][CH:22]=1)[CH:3]([CH2:7][C:8]1[CH:13]=[CH:12][CH:11]=[C:10]([O:14][C:15]([F:20])([F:19])[CH:16]([F:18])[F:17])[CH:9]=1)C(O)=O.C1(P(N=[N+]=[N-])([C:42]2[CH:47]=CC=CC=2)=O)C=CC=CC=1.C([N:53]([CH2:56]C)CC)C.[OH2:58].[O:59]1[CH2:63][CH2:62][CH2:61][CH2:60]1, predict the reaction product. The product is: [C:63]1([O:59][C:24]2[CH:23]=[CH:22][C:21]([CH:2]3[O:1][C:56](=[O:58])[NH:53][CH:3]3[CH2:7][C:8]3[CH:13]=[CH:12][CH:11]=[C:10]([O:14][C:15]([F:19])([F:20])[CH:16]([F:18])[F:17])[CH:9]=3)=[CH:26][CH:25]=2)[CH:42]=[CH:47][CH:60]=[CH:61][CH:62]=1.